Dataset: NCI-60 drug combinations with 297,098 pairs across 59 cell lines. Task: Regression. Given two drug SMILES strings and cell line genomic features, predict the synergy score measuring deviation from expected non-interaction effect. (1) Drug 1: CS(=O)(=O)C1=CC(=C(C=C1)C(=O)NC2=CC(=C(C=C2)Cl)C3=CC=CC=N3)Cl. Drug 2: CC1=C(C(=CC=C1)Cl)NC(=O)C2=CN=C(S2)NC3=CC(=NC(=N3)C)N4CCN(CC4)CCO. Cell line: MCF7. Synergy scores: CSS=11.3, Synergy_ZIP=-2.15, Synergy_Bliss=4.19, Synergy_Loewe=3.44, Synergy_HSA=3.79. (2) Drug 1: C1=CC(=CC=C1CCCC(=O)O)N(CCCl)CCCl. Drug 2: C(CC(=O)O)C(=O)CN.Cl. Cell line: KM12. Synergy scores: CSS=22.0, Synergy_ZIP=6.61, Synergy_Bliss=7.13, Synergy_Loewe=10.2, Synergy_HSA=10.2. (3) Drug 1: C#CCC(CC1=CN=C2C(=N1)C(=NC(=N2)N)N)C3=CC=C(C=C3)C(=O)NC(CCC(=O)O)C(=O)O. Drug 2: CN(CC1=CN=C2C(=N1)C(=NC(=N2)N)N)C3=CC=C(C=C3)C(=O)NC(CCC(=O)O)C(=O)O. Cell line: SK-OV-3. Synergy scores: CSS=43.4, Synergy_ZIP=4.37, Synergy_Bliss=8.60, Synergy_Loewe=-4.48, Synergy_HSA=3.16. (4) Drug 1: CN1C2=C(C=C(C=C2)N(CCCl)CCCl)N=C1CCCC(=O)O.Cl. Drug 2: N.N.Cl[Pt+2]Cl. Cell line: T-47D. Synergy scores: CSS=16.0, Synergy_ZIP=-3.70, Synergy_Bliss=6.41, Synergy_Loewe=-4.07, Synergy_HSA=3.16. (5) Drug 1: CC12CCC(CC1=CCC3C2CCC4(C3CC=C4C5=CN=CC=C5)C)O. Drug 2: CN(C)N=NC1=C(NC=N1)C(=O)N. Cell line: SNB-19. Synergy scores: CSS=5.73, Synergy_ZIP=-0.234, Synergy_Bliss=3.45, Synergy_Loewe=-0.0688, Synergy_HSA=1.64.